From a dataset of Retrosynthesis with 50K atom-mapped reactions and 10 reaction types from USPTO. Predict the reactants needed to synthesize the given product. Given the product CC(C)=NOC(C)C(=O)O, predict the reactants needed to synthesize it. The reactants are: CCOC(=O)C(C)ON=C(C)C.